Task: Predict the reaction yield, written as a fraction of the theoretical maximum amount of product (1.0 means a 100% yield; for example, 0.34 means a 34% yield).. Dataset: Reaction yield outcomes from USPTO patents with 853,638 reactions (1) The reactants are [CH2:1]([O:8][C:9]1[C:10]([CH3:17])=[C:11]([CH2:15][OH:16])[CH:12]=[CH:13][CH:14]=1)[C:2]1[CH:7]=[CH:6][CH:5]=[CH:4][CH:3]=1.CC(OI1(OC(C)=O)(OC(C)=O)OC(=O)C2C=CC=CC1=2)=O. The catalyst is O1CCCC1. The product is [CH2:1]([O:8][C:9]1[C:10]([CH3:17])=[C:11]([CH:12]=[CH:13][CH:14]=1)[CH:15]=[O:16])[C:2]1[CH:3]=[CH:4][CH:5]=[CH:6][CH:7]=1. The yield is 0.840. (2) The reactants are Br[C:2]1[CH:3]=[N+:4]([O-])[CH:5]=[CH:6][C:7]=1[N+:8]([O-:10])=[O:9].[F:12][C:13]1[CH:20]=[CH:19][C:16]([CH2:17][NH2:18])=[CH:15][CH:14]=1. No catalyst specified. The product is [F:12][C:13]1[CH:20]=[CH:19][C:16]([CH2:17][NH:18][C:2]2[CH:3]=[N:4][CH:5]=[CH:6][C:7]=2[N+:8]([O-:10])=[O:9])=[CH:15][CH:14]=1. The yield is 0.358. (3) The reactants are C([O:3][C:4](=[O:32])[CH2:5][CH:6]([N:10]1[C:18]2[C:13](=[CH:14][C:15]([CH2:19][CH2:20][CH2:21][C:22]3[CH:31]=[CH:30][C:29]4[CH2:28][CH2:27][CH2:26][NH:25][C:24]=4[N:23]=3)=[CH:16][CH:17]=2)[CH:12]=[CH:11]1)[CH2:7][CH2:8][CH3:9])C.[OH-].[Na+].Cl. The catalyst is C1COCC1.O. The product is [N:23]1[C:24]2[NH:25][CH2:26][CH2:27][CH2:28][C:29]=2[CH:30]=[CH:31][C:22]=1[CH2:21][CH2:20][CH2:19][C:15]1[CH:14]=[C:13]2[C:18](=[CH:17][CH:16]=1)[N:10]([CH:6]([CH2:7][CH2:8][CH3:9])[CH2:5][C:4]([OH:32])=[O:3])[CH:11]=[CH:12]2. The yield is 0.650. (4) The reactants are [F:1][C:2]1[C:10]([F:11])=[C:9]([CH3:12])[CH:8]=[CH:7][C:3]=1[C:4]([OH:6])=[O:5].C1C(=O)N([Br:20])C(=O)C1. The catalyst is CC(N=NC(C#N)(C)C)(C#N)C.C(Cl)(Cl)(Cl)Cl. The product is [Br:20][CH2:12][C:9]1[CH:8]=[CH:7][C:3]([C:4]([OH:6])=[O:5])=[C:2]([F:1])[C:10]=1[F:11]. The yield is 0.448.